Dataset: Full USPTO retrosynthesis dataset with 1.9M reactions from patents (1976-2016). Task: Predict the reactants needed to synthesize the given product. (1) Given the product [ClH:34].[CH3:1][S:2][C:3]1[C:11]2[C:6](=[CH:7][C:8]([NH:12][C:13]([NH:14][CH:15]3[CH2:19][CH2:18][NH:17][CH2:16]3)=[O:27])=[CH:9][CH:10]=2)[N:5]([C:28]2[CH:33]=[CH:32][CH:31]=[CH:30][CH:29]=2)[N:4]=1, predict the reactants needed to synthesize it. The reactants are: [CH3:1][S:2][C:3]1[C:11]2[C:6](=[CH:7][C:8]([NH:12][C:13](=[O:27])[NH:14][CH:15]3[CH2:19][CH2:18][N:17](C(OC(C)(C)C)=O)[CH2:16]3)=[CH:9][CH:10]=2)[N:5]([C:28]2[CH:33]=[CH:32][CH:31]=[CH:30][CH:29]=2)[N:4]=1.[Cl:34]CCl. (2) Given the product [Br:1][C:2]1[CH:3]=[C:4]2[C:5](=[CH:10][CH:11]=1)[C:6](=[O:7])[NH:14][CH2:12]2, predict the reactants needed to synthesize it. The reactants are: [Br:1][C:2]1[CH:11]=[CH:10][C:5]([C:6](OC)=[O:7])=[C:4]([CH2:12]Br)[CH:3]=1.[NH3:14].CO. (3) Given the product [Cl:1][C:2]1[CH:7]=[CH:6][C:5]([C@@H:8]([NH:10][C:15]2[C:14]3[N:18]=[CH:19][N:20]([C:13]=3[N:12]=[CH:11][N:16]=2)[C@@H:21]2[O:25][C@H:24]([CH2:26][OH:27])[C@@H:23]([OH:28])[C@H:22]2[OH:29])[CH3:9])=[CH:4][CH:3]=1, predict the reactants needed to synthesize it. The reactants are: [Cl:1][C:2]1[CH:7]=[CH:6][C:5]([C@@H:8]([NH2:10])[CH3:9])=[CH:4][CH:3]=1.[CH:11]1[N:16]=[C:15](Cl)[C:14]2[N:18]=[CH:19][N:20]([C@@H:21]3[O:25][C@H:24]([CH2:26][OH:27])[C@@H:23]([OH:28])[C@H:22]3[OH:29])[C:13]=2[N:12]=1. (4) Given the product [Br:1][C:2]1[CH:3]=[C:4]([CH:5]([OH:6])[CH:21]=[CH2:22])[CH:7]=[C:8]([Br:20])[C:9]=1[O:10][CH2:11][C:12]1[CH:17]=[CH:16][C:15]([O:18][CH3:19])=[CH:14][CH:13]=1, predict the reactants needed to synthesize it. The reactants are: [Br:1][C:2]1[CH:3]=[C:4]([CH:7]=[C:8]([Br:20])[C:9]=1[O:10][CH2:11][C:12]1[CH:17]=[CH:16][C:15]([O:18][CH3:19])=[CH:14][CH:13]=1)[CH:5]=[O:6].[CH:21]([Mg]Br)=[CH2:22]. (5) The reactants are: [F:1][C:2]1[CH:7]=[C:6]([S:8][C:9]([F:12])([F:11])[F:10])[CH:5]=[CH:4][C:3]=1[N:13]([CH3:26])[C:14]([NH:16][CH2:17][CH2:18][O:19][C:20]1[CH:25]=[CH:24][CH:23]=[CH:22][CH:21]=1)=[O:15].C(N(C(C)C)CC)(C)C.[F:36][C:37]1[CH:45]=[CH:44][CH:43]=[C:42]([F:46])[C:38]=1[C:39](Cl)=[O:40].C(OC)(C)(C)C. Given the product [F:36][C:37]1[CH:45]=[CH:44][CH:43]=[C:42]([F:46])[C:38]=1[C:39]([N:16]([CH2:17][CH2:18][O:19][C:20]1[CH:25]=[CH:24][CH:23]=[CH:22][CH:21]=1)[C:14]([N:13]([C:3]1[CH:4]=[CH:5][C:6]([S:8][C:9]([F:12])([F:10])[F:11])=[CH:7][C:2]=1[F:1])[CH3:26])=[O:15])=[O:40], predict the reactants needed to synthesize it. (6) Given the product [Cl:5][CH2:6][CH2:7][CH2:8][O:9][C:10]1[CH:23]=[CH:22][C:13]([C:14]2[O:19][CH2:18][C:17]([CH3:21])([CH3:20])[N:16]=2)=[CH:12][CH:11]=1, predict the reactants needed to synthesize it. The reactants are: S(Cl)(Cl)=O.[Cl:5][CH2:6][CH2:7][CH2:8][O:9][C:10]1[CH:23]=[CH:22][C:13]([C:14]([NH:16][C:17]([CH3:21])([CH3:20])[CH2:18][OH:19])=O)=[CH:12][CH:11]=1.O.C(=O)([O-])[O-].[K+].[K+]. (7) Given the product [NH2:12][CH2:11][C:6]1[CH:7]=[CH:8][CH:9]=[C:10]2[C:5]=1[CH:4]=[CH:3][CH:2]=[N:1]2, predict the reactants needed to synthesize it. The reactants are: [N:1]1[C:10]2[CH:9]=[CH:8][CH:7]=[C:6]([C:11]#[N:12])[C:5]=2[CH:4]=[CH:3][CH:2]=1.